This data is from Experimentally validated miRNA-target interactions with 360,000+ pairs, plus equal number of negative samples. The task is: Binary Classification. Given a miRNA mature sequence and a target amino acid sequence, predict their likelihood of interaction. (1) The miRNA is mmu-miR-1983 with sequence CUCACCUGGAGCAUGUUUUCU. The protein sequence of the target gene is MCGSYYGNYYGTPGYGFCGYGGLGYGYGGLGCGYGSCCGCGFRRLGCGYGYGSRSLCGYGYGCGSGSGYYY. Result: 0 (no interaction). (2) The protein sequence of the target gene is MRANCSSSSACPANSSEEELPVGLEVHGNLELVFTVVSTVMMGLLMFSLGCSVEIRKLWSHIRRPWGIAVGLLCQFGLMPFTAYLLAISFSLKPVQAIAVLIMGCCPGGTISNIFTFWVDGDMDLSISMTTCSTVAALGMMPLCIYLYTWSWSLQQNLTIPYQNIGITLVCLTIPVAFGVYVNYRWPKQSKIILKIGAVVGGVLLLVVAVAGVVLAKGSWNSDITLLTISFIFPLIGHVTGFLLALFTHQSWQRCRTISLETGAQNIQMCITMLQLSFTAEHLVQMLSFPLAYGLFQLID.... The miRNA is hsa-miR-1273h-5p with sequence CUGGGAGGUCAAGGCUGCAGU. Result: 1 (interaction). (3) The miRNA is hsa-miR-6827-5p with sequence UGGGAGCCAUGAGGGUCUGUGC. The protein sequence of the target gene is MVCVLVLAAAAGAVAVFLILRIWVVLRSMDVTPRESLSILVVAGSGGHTTEILRLLGSLSNAYSPRHYVIADTDEMSANKINSFELDRADRDPSNMYTKYYIHRIPRSREVQQSWPSTVFTTLHSMWLSFPLIHRVKPDLVLCNGPGTCVPICVSALLLGILGIKKVIIVYVESICRVETLSMSGKILFHLSDYFIVQWPALKEKYPKSVYLGRIV. Result: 0 (no interaction). (4) The miRNA is hsa-miR-6852-5p with sequence CCCUGGGGUUCUGAGGACAUG. The protein sequence of the target gene is MRWLWPLAVSLAVILAVGLSRVSGGAPLHLGRHRAETQEQQSRSKRGTEDEEAKGVQQYVPEEWAEYPRPIHPAGLQPTKPLVATSPNPGKDGGTPDSGQELRGNLTGAPGQRLQIQNPLYPVTESSYSAYAIMLLALVVFAVGIVGNLSVMCIVWHSYYLKSAWNSILASLALWDFLVLFFCLPIVIFNEITKQRLLGDVSCRAVPFMEVSSLGVTTFSLCALGIDRFHVATSTLPKVRPIERCQSILAKLAVIWVGSMTLAVPELLLWQLAQEPAPTMGTLDSCIMKPSASLPESLYS.... Result: 0 (no interaction).